Predict the reactants needed to synthesize the given product. From a dataset of Full USPTO retrosynthesis dataset with 1.9M reactions from patents (1976-2016). (1) Given the product [F:34][C:35]1[CH:36]=[C:37]([CH:52]=[C:53]([F:66])[C:54]=1[O:55][Si:56]([CH:57]([CH3:59])[CH3:58])([CH:60]([CH3:62])[CH3:61])[CH:63]([CH3:65])[CH3:64])[CH2:38][CH:39](/[CH:50]=[CH:10]/[C:9]1[CH:30]=[CH:31][CH:32]=[CH:33][C:8]=1[OH:7])[CH2:40][CH2:41][C:42]1[CH:49]=[CH:48][C:45]([C:46]#[N:47])=[CH:44][CH:43]=1, predict the reactants needed to synthesize it. The reactants are: C([Li])CCC.[Br-].[OH:7][C:8]1[CH:33]=[CH:32][CH:31]=[CH:30][C:9]=1[CH2:10][P+](C1C=CC=CC=1)(C1C=CC=CC=1)C1C=CC=CC=1.[F:34][C:35]1[CH:36]=[C:37]([CH:52]=[C:53]([F:66])[C:54]=1[O:55][Si:56]([CH:63]([CH3:65])[CH3:64])([CH:60]([CH3:62])[CH3:61])[CH:57]([CH3:59])[CH3:58])[CH2:38][CH:39]([CH:50]=O)[CH2:40][CH2:41][C:42]1[CH:49]=[CH:48][C:45]([C:46]#[N:47])=[CH:44][CH:43]=1.[Cl-].[NH4+]. (2) Given the product [Cl:23][C:20]1[CH:19]=[CH:18][C:17]([N:7]2[CH2:8][C@@H:9]([CH3:16])[C:10]3=[N:14][N:13]=[C:12]([CH3:15])[N:11]3[C:5]3[CH:4]=[CH:3][C:2]([C:33]4[CH:34]=[CH:35][C:36](=[O:39])[NH:37][CH:38]=4)=[CH:24][C:6]2=3)=[CH:22][CH:21]=1, predict the reactants needed to synthesize it. The reactants are: Br[C:2]1[CH:3]=[CH:4][C:5]2[N:11]3[C:12]([CH3:15])=[N:13][N:14]=[C:10]3[C@H:9]([CH3:16])[CH2:8][N:7]([C:17]3[CH:22]=[CH:21][C:20]([Cl:23])=[CH:19][CH:18]=3)[C:6]=2[CH:24]=1.CC1(C)C(C)(C)OB([C:33]2[CH:34]=[CH:35][C:36](=[O:39])[NH:37][CH:38]=2)O1.C(=O)([O-])[O-].[Cs+].[Cs+].C1(C)C=CC=CC=1. (3) Given the product [F:17][C:16]([F:19])([F:18])[C:6]([C:5]1[CH:8]=[CH:9][N:10]=[CH:11][C:4]=1[N+:1]([O-:3])=[O:2])=[O:7], predict the reactants needed to synthesize it. The reactants are: [N+:1]([C:4]1[CH:11]=[N:10][CH:9]=[CH:8][C:5]=1[CH:6]=[O:7])([O-:3])=[O:2].[F-].[Cs+].C[Si](C)(C)[C:16]([F:19])([F:18])[F:17].Cl.CC(OI1(OC(C)=O)(OC(C)=O)OC(=O)C2C=CC=CC1=2)=O. (4) Given the product [Cl:1][C:2]1[CH:7]=[CH:6][C:5]2[NH:8][C:9]3[C:10](=[CH:11][CH:12]=[CH:13][CH:14]=3)[C:15]([CH3:17])([CH3:16])[C:4]=2[CH:3]=1, predict the reactants needed to synthesize it. The reactants are: [Cl:1][C:2]1[CH:7]=[CH:6][C:5]([NH:8][C:9]2[CH:14]=[CH:13][CH:12]=[CH:11][C:10]=2[C:15](O)([CH3:17])[CH3:16])=[CH:4][CH:3]=1.CS(O)(=O)=O. (5) Given the product [CH2:1]([O:8][C@@H:9]1[O:18][C@H:17]2[C@@H:12]([O:13][C@H:14]([C:19]3[CH:24]=[CH:23][CH:22]=[CH:21][CH:20]=3)[O:15][CH2:16]2)[C@H:11]([O:25][C@H:42]([CH3:48])[C:43]([O:45][CH2:46][CH3:47])=[O:44])[C@H:10]1[NH:26][C:27]([O:28][C:29]([CH3:30])([CH3:32])[CH3:31])=[O:33])[C:2]1[CH:7]=[CH:6][CH:5]=[CH:4][CH:3]=1, predict the reactants needed to synthesize it. The reactants are: [CH2:1]([O:8][C@@H:9]1[O:18][C@H:17]2[C@@H:12]([O:13][C@H:14]([C:19]3[CH:24]=[CH:23][CH:22]=[CH:21][CH:20]=3)[O:15][CH2:16]2)[C@H:11]([OH:25])[C@H:10]1[NH:26][C:27](=[O:33])[O:28][C:29]([CH3:32])([CH3:31])[CH3:30])[C:2]1[CH:7]=[CH:6][CH:5]=[CH:4][CH:3]=1.[H-].[Na+].FC(F)(F)S(O[C@@H:42]([CH3:48])[C:43]([O:45][CH2:46][CH3:47])=[O:44])(=O)=O. (6) Given the product [ClH:37].[ClH:61].[ClH:37].[Cl:37][C:38]1[CH:43]=[C:42]([C:10]2[CH:11]=[C:12]3[C:7](=[CH:8][CH:9]=2)[N:6]=[CH:5][C:4]([C:1](=[O:3])[CH3:2])=[C:13]3[NH:14][C:15]2[CH:20]=[N:19][C:18]([N:21]3[CH2:26][CH2:25][CH2:24][CH:23]([NH:27][CH3:35])[CH2:22]3)=[CH:17][CH:16]=2)[CH:41]=[C:40]([Cl:53])[C:39]=1[OH:54], predict the reactants needed to synthesize it. The reactants are: [C:1]([C:4]1[CH:5]=[N:6][C:7]2[C:12]([C:13]=1[NH:14][C:15]1[CH:16]=[CH:17][C:18]([N:21]3[CH2:26][CH2:25][CH2:24][CH:23]([N:27]([CH3:35])C(=O)OC(C)(C)C)[CH2:22]3)=[N:19][CH:20]=1)=[CH:11][C:10](Br)=[CH:9][CH:8]=2)(=[O:3])[CH3:2].[Cl:37][C:38]1[CH:43]=[C:42](B2OC(C)(C)C(C)(C)O2)[CH:41]=[C:40]([Cl:53])[C:39]=1[OH:54].C([O-])([O-])=O.[Cs+].[Cs+].[ClH:61]. (7) Given the product [C:22]([NH:26][C:27]([N:9]1[CH2:8][CH2:7][N:6]2[C:11]([CH:12]3[CH2:14][CH2:13]3)=[C:3]([Br:2])[C:4]([C:20]([NH2:17])=[O:29])=[C:5]2[CH2:10]1)=[O:28])([CH3:25])([CH3:24])[CH3:23], predict the reactants needed to synthesize it. The reactants are: Cl.[Br:2][C:3]1[CH:4]=[C:5]2[CH:10]=[N:9][CH2:8][CH2:7][N:6]2[C:11]=1[CH:12]1[CH2:14][CH2:13]1.C([N:17]([CH2:20]C)CC)C.[C:22]([N:26]=[C:27]=[O:28])([CH3:25])([CH3:24])[CH3:23].[OH2:29].